Dataset: Reaction yield outcomes from USPTO patents with 853,638 reactions. Task: Predict the reaction yield, written as a fraction of the theoretical maximum amount of product (1.0 means a 100% yield; for example, 0.34 means a 34% yield). (1) The reactants are [CH:1]([C@@H:4]1[C:9]([O:10][CH3:11])=[N:8][CH2:7][C:6]([O:12][CH3:13])=[N:5]1)([CH3:3])[CH3:2].[Li]CCCC.[C:19]([Si:23]([O:26][C@@H:27]1[CH2:31][C@@H:30]([CH2:32]I)[CH2:29][C@H:28]1[F:34])([CH3:25])[CH3:24])([CH3:22])([CH3:21])[CH3:20]. The catalyst is C1COCC1. The product is [Si:23]([O:26][C@H:27]1[C@H:28]([F:34])[CH2:29][C@H:30]([CH2:32][C@H:7]2[C:6]([O:12][CH3:13])=[N:5][C@H:4]([CH:1]([CH3:3])[CH3:2])[C:9]([O:10][CH3:11])=[N:8]2)[CH2:31]1)([C:19]([CH3:22])([CH3:21])[CH3:20])([CH3:25])[CH3:24]. The yield is 1.00. (2) The reactants are [CH3:1][S:2]([C:5]1[CH:6]=[C:7]([C:17]([OH:19])=O)[C:8]([C:11]2[CH:16]=[CH:15][CH:14]=[CH:13][CH:12]=2)=[CH:9][CH:10]=1)(=[O:4])=[O:3].[F:20][C:21]1[CH:22]=[C:23]([N:30]2[CH2:35][CH2:34][NH:33][CH2:32][CH2:31]2)[CH:24]=[C:25]([F:29])[C:26]=1[O:27][CH3:28]. No catalyst specified. The product is [F:20][C:21]1[CH:22]=[C:23]([N:30]2[CH2:35][CH2:34][N:33]([C:17]([C:7]3[CH:6]=[C:5]([S:2]([CH3:1])(=[O:3])=[O:4])[CH:10]=[CH:9][C:8]=3[C:11]3[CH:12]=[CH:13][CH:14]=[CH:15][CH:16]=3)=[O:19])[CH2:32][CH2:31]2)[CH:24]=[C:25]([F:29])[C:26]=1[O:27][CH3:28]. The yield is 0.660. (3) The reactants are [OH:1][CH2:2][CH2:3][CH2:4][CH2:5][O:6][CH2:7][C:8]([O:10][C:11]([CH3:14])([CH3:13])[CH3:12])=[O:9].CC(OI1(OC(C)=O)(OC(C)=O)OC(=O)C2C1=CC=CC=2)=O. The catalyst is ClCCl.O. The product is [O:1]=[CH:2][CH2:3][CH2:4][CH2:5][O:6][CH2:7][C:8]([O:10][C:11]([CH3:14])([CH3:13])[CH3:12])=[O:9]. The yield is 0.500. (4) The reactants are [Na].[NH2:2][C:3]1[CH:4]=[C:5]([OH:12])[C:6](=[CH:10][CH:11]=1)[C:7]([O-:9])=[O:8].Cl[C:14]([O:16][CH2:17][C:18]1[CH:23]=[CH:22][CH:21]=[CH:20][CH:19]=1)=[O:15].Cl. The catalyst is [OH-].[Na+]. The product is [CH2:17]([O:16][C:14]([NH:2][C:3]1[CH:11]=[CH:10][C:6]([C:7]([OH:9])=[O:8])=[C:5]([OH:12])[CH:4]=1)=[O:15])[C:18]1[CH:23]=[CH:22][CH:21]=[CH:20][CH:19]=1. The yield is 0.680.